Dataset: NCI-60 drug combinations with 297,098 pairs across 59 cell lines. Task: Regression. Given two drug SMILES strings and cell line genomic features, predict the synergy score measuring deviation from expected non-interaction effect. Drug 1: C1CN1P(=S)(N2CC2)N3CC3. Drug 2: C1CCC(C(C1)N)N.C(=O)(C(=O)[O-])[O-].[Pt+4]. Cell line: U251. Synergy scores: CSS=34.2, Synergy_ZIP=-5.98, Synergy_Bliss=-2.15, Synergy_Loewe=-4.01, Synergy_HSA=1.03.